From a dataset of Forward reaction prediction with 1.9M reactions from USPTO patents (1976-2016). Predict the product of the given reaction. (1) Given the reactants [NH2:1][CH2:2][CH2:3][CH2:4][C@H:5]([NH:9][C:10]([C:12]1[S:13][C:14]([CH:17]([C:24]2[CH:29]=[CH:28][CH:27]=[CH:26][CH:25]=2)[C:18]2[CH:23]=[CH:22][CH:21]=[CH:20][CH:19]=2)=[CH:15][CH:16]=1)=[O:11])[C:6]([OH:8])=[O:7].[C:30]([OH:36])([C:32]([F:35])([F:34])[F:33])=[O:31].C(O)C.Cl.[C:41](=[NH:48])(OCC)[CH:42]([CH3:44])[CH3:43], predict the reaction product. The product is: [C:24]1([CH:17]([C:18]2[CH:19]=[CH:20][CH:21]=[CH:22][CH:23]=2)[C:14]2[S:13][C:12]([C:10]([NH:9][C@@H:5]([CH2:4][CH2:3][CH2:2][NH:1][C:41](=[NH:48])[CH:42]([CH3:44])[CH3:43])[C:6]([OH:8])=[O:7])=[O:11])=[CH:16][CH:15]=2)[CH:29]=[CH:28][CH:27]=[CH:26][CH:25]=1.[C:30]([OH:36])([C:32]([F:35])([F:34])[F:33])=[O:31]. (2) Given the reactants Cl[C:2]1[CH:7]=[C:6]([C:8]2[C:16]3[C:11](=[N:12][CH:13]=[CH:14][CH:15]=3)[NH:10][CH:9]=2)[CH:5]=[C:4]([Cl:17])[N:3]=1.[CH3:18][C:19]([CH3:24])([CH2:22][NH2:23])[CH2:20][NH2:21], predict the reaction product. The product is: [Cl:17][C:4]1[N:3]=[C:2]([NH:21][CH2:20][C:19]([CH3:24])([CH3:18])[CH2:22][NH2:23])[CH:7]=[C:6]([C:8]2[C:16]3[C:11](=[N:12][CH:13]=[CH:14][CH:15]=3)[NH:10][CH:9]=2)[CH:5]=1. (3) Given the reactants [CH3:1][S:2]([NH:5][C:6]1[CH:20]=[CH:19][C:9]2[N:10]([CH2:14][C:15]([O:17][CH3:18])=[O:16])[C:11](=[O:13])[O:12][C:8]=2[CH:7]=1)(=[O:4])=[O:3].[C:21](O[C:21]([O:23][C:24]([CH3:27])([CH3:26])[CH3:25])=[O:22])([O:23][C:24]([CH3:27])([CH3:26])[CH3:25])=[O:22], predict the reaction product. The product is: [C:24]([O:23][C:21]([N:5]([C:6]1[CH:20]=[CH:19][C:9]2[N:10]([CH2:14][C:15]([O:17][CH3:18])=[O:16])[C:11](=[O:13])[O:12][C:8]=2[CH:7]=1)[S:2]([CH3:1])(=[O:3])=[O:4])=[O:22])([CH3:27])([CH3:26])[CH3:25]. (4) Given the reactants OC[C:3]1[CH:4]=[C:5](C=CC=1)[C:6]([O-:8])=[O:7].[C:12]([O:16][C:17](=[O:23])[NH:18][CH2:19][CH2:20][CH2:21]Br)([CH3:15])([CH3:14])[CH3:13].[C:24](=O)([O-])[O-].[K+].[K+].[CH3:30][C:31]([CH3:33])=[O:32], predict the reaction product. The product is: [CH3:24][O:8][C:6](=[O:7])[C:5]1[CH:4]=[CH:3][CH:33]=[C:31]([O:32][CH2:21][CH2:20][CH2:19][NH:18][C:17]([O:16][C:12]([CH3:15])([CH3:14])[CH3:13])=[O:23])[CH:30]=1. (5) Given the reactants [CH3:1][O:2][C:3]1[CH:12]=[C:11]2[C:6]([CH2:7][CH2:8][C:9](=[O:13])[CH2:10]2)=[CH:5][CH:4]=1.N1CCCC1.Br[CH2:20][C:21]1[CH:26]=[CH:25][C:24]([Cl:27])=[C:23]([Cl:28])[CH:22]=1.CO.C(Cl)Cl.O, predict the reaction product. The product is: [Cl:28][C:23]1[CH:22]=[C:21]([CH:26]=[CH:25][C:24]=1[Cl:27])[CH2:20][CH:10]1[C:11]2[C:6](=[CH:5][CH:4]=[C:3]([O:2][CH3:1])[CH:12]=2)[CH2:7][CH2:8][C:9]1=[O:13]. (6) Given the reactants [O:1]=[C:2]([CH2:8][CH3:9])[CH2:3][C:4]([O:6][CH3:7])=[O:5].[CH2:10](O)[CH2:11][OH:12].C1(C)C=CC(S(O)(=O)=O)=CC=1, predict the reaction product. The product is: [CH2:8]([C:2]1([CH2:3][C:4]([O:6][CH3:7])=[O:5])[O:12][CH2:11][CH2:10][O:1]1)[CH3:9].